This data is from Peptide-MHC class II binding affinity with 134,281 pairs from IEDB. The task is: Regression. Given a peptide amino acid sequence and an MHC pseudo amino acid sequence, predict their binding affinity value. This is MHC class II binding data. (1) The peptide sequence is SIINHKFCNLSDAHK. The MHC is DRB1_1101 with pseudo-sequence DRB1_1101. The binding affinity (normalized) is 0.583. (2) The peptide sequence is SMPFGKTPVLEIDGK. The MHC is HLA-DQA10501-DQB10301 with pseudo-sequence HLA-DQA10501-DQB10301. The binding affinity (normalized) is 0.0477. (3) The peptide sequence is AAFSRMLSLFFRQHI. The MHC is HLA-DQA10102-DQB10602 with pseudo-sequence HLA-DQA10102-DQB10602. The binding affinity (normalized) is 0.399. (4) The peptide sequence is CFKYLLIQGHYDQKL. The MHC is DRB1_0901 with pseudo-sequence DRB1_0901. The binding affinity (normalized) is 0.716.